The task is: Predict the reactants needed to synthesize the given product.. This data is from Full USPTO retrosynthesis dataset with 1.9M reactions from patents (1976-2016). (1) Given the product [Cl:29][C:30]1[CH:37]=[C:36]([O:38][CH2:39][CH3:40])[CH:35]=[CH:34][C:31]=1[CH2:32][C:22]1[C:21]2[C:25](=[CH:26][CH:27]=[C:19]([C:17]([O:16][CH3:15])=[O:18])[CH:20]=2)[NH:24][C:23]=1[CH3:28], predict the reactants needed to synthesize it. The reactants are: FC(F)(F)C(O)=O.C([SiH](CC)CC)C.[CH3:15][O:16][C:17]([C:19]1[CH:20]=[C:21]2[C:25](=[CH:26][CH:27]=1)[NH:24][C:23]([CH3:28])=[CH:22]2)=[O:18].[Cl:29][C:30]1[CH:37]=[C:36]([O:38][CH2:39][CH3:40])[CH:35]=[CH:34][C:31]=1[CH:32]=O. (2) Given the product [F:1][C:2]1[CH:3]=[CH:4][C:5]([CH2:6][NH:7][C:8]([C:10]2[S:18][C:17]3[N:12]([C:13](=[O:21])[N:14]([CH2:25][CH2:26][C:27](=[O:28])[C:29]4[CH:34]=[CH:33][CH:32]=[CH:31][CH:30]=4)[C:15](=[O:20])[C:16]=3[CH3:19])[CH:11]=2)=[O:9])=[CH:22][CH:23]=1, predict the reactants needed to synthesize it. The reactants are: [F:1][C:2]1[CH:23]=[CH:22][C:5]([CH2:6][NH:7][C:8]([C:10]2[S:18][C:17]3[N:12]([C:13](=[O:21])[NH:14][C:15](=[O:20])[C:16]=3[CH3:19])[CH:11]=2)=[O:9])=[CH:4][CH:3]=1.Cl[CH2:25][CH2:26][C:27]([C:29]1[CH:34]=[CH:33][CH:32]=[CH:31][CH:30]=1)=[O:28].C(=O)([O-])[O-].[Cs+].[Cs+]. (3) Given the product [CH:1](=[C:8]1[CH:13]([OH:14])[CH:12]2[CH2:11][CH2:10][N:9]1[CH2:16][CH2:15]2)[C:2]1[CH:7]=[CH:6][CH:5]=[CH:4][CH:3]=1.[CH2:1]([CH:8]1[C:13](=[O:14])[CH:12]2[CH2:11][CH2:10][N:9]1[CH2:16][CH2:15]2)[C:2]1[CH:7]=[CH:6][CH:5]=[CH:4][CH:3]=1, predict the reactants needed to synthesize it. The reactants are: [CH:1](=[C:8]1[C:13](=[O:14])[CH:12]2[CH2:15][CH2:16][N:9]1[CH2:10][CH2:11]2)[C:2]1[CH:7]=[CH:6][CH:5]=[CH:4][CH:3]=1.C1COCC1.[H][H]. (4) Given the product [NH2:38][C:39]1([C:43]2[CH:44]=[CH:45][C:46]([C:49]3[C:54](=[O:55])[C:53]4[CH:56]=[CH:57][C:58]5[NH:59][C:60](=[O:63])[O:61][C:62]=5[C:52]=4[O:51][C:50]=3[C:64]3[CH:69]=[CH:68][CH:67]=[CH:66][CH:65]=3)=[CH:47][CH:48]=2)[CH2:42][CH2:41][CH2:40]1, predict the reactants needed to synthesize it. The reactants are: NC1(C2C=CC(C3C(=O)C4C(OC=3C3C=CC=CC=3)=C3C(=CC=4)NN=C3)=CC=2)CCC1.C(OC(=O)[NH:38][C:39]1([C:43]2[CH:48]=[CH:47][C:46]([C:49]3[C:54](=[O:55])[C:53]4[CH:56]=[CH:57][C:58]5[NH:59][C:60](=[O:63])[O:61][C:62]=5[C:52]=4[O:51][C:50]=3[C:64]3[CH:69]=[CH:68][CH:67]=[CH:66][CH:65]=3)=[CH:45][CH:44]=2)[CH2:42][CH2:41][CH2:40]1)(C)(C)C.